Dataset: Reaction yield outcomes from USPTO patents with 853,638 reactions. Task: Predict the reaction yield, written as a fraction of the theoretical maximum amount of product (1.0 means a 100% yield; for example, 0.34 means a 34% yield). The reactants are [Br:1]Br.C([O-])([O-])=O.[K+].[K+].[CH3:9][O:10][C:11]1[CH:17]=[C:16]([O:18][CH3:19])[CH:15]=[CH:14][C:12]=1[NH2:13].O. The catalyst is C(Cl)(Cl)Cl. The product is [Br:1][C:15]1[C:16]([O:18][CH3:19])=[CH:17][C:11]([O:10][CH3:9])=[C:12]([CH:14]=1)[NH2:13]. The yield is 0.230.